Dataset: Forward reaction prediction with 1.9M reactions from USPTO patents (1976-2016). Task: Predict the product of the given reaction. (1) Given the reactants [C:1]([C:3]1[C:7]([C:8]2[CH:13]=[CH:12][C:11]([Cl:14])=[CH:10][C:9]=2[Cl:15])=[C:6]([C:16]2[NH:17][CH2:18][CH2:19][N:20]=2)[S:5][C:4]=1[C:21]1[CH:26]=[CH:25][N:24]=[C:23]([NH:27][C:28]([CH:30]2[CH2:32][CH2:31]2)=[O:29])[CH:22]=1)#[N:2], predict the reaction product. The product is: [C:1]([C:3]1[C:7]([C:8]2[CH:13]=[CH:12][C:11]([Cl:14])=[CH:10][C:9]=2[Cl:15])=[C:6]([C:16]2[NH:20][CH:19]=[CH:18][N:17]=2)[S:5][C:4]=1[C:21]1[CH:26]=[CH:25][N:24]=[C:23]([NH:27][C:28]([CH:30]2[CH2:32][CH2:31]2)=[O:29])[CH:22]=1)#[N:2]. (2) Given the reactants [Cl:1][C:2]1[CH:3]=[N:4][C:5](F)=[C:6]([F:8])[CH:7]=1.O.[NH2:11][NH2:12], predict the reaction product. The product is: [NH:11]([C:5]1[C:6]([F:8])=[CH:7][C:2]([Cl:1])=[CH:3][N:4]=1)[NH2:12]. (3) Given the reactants [CH2:1]([C@@H:3]1[CH2:24][O:23][C:6]2=[C:7]3[C:12](=[CH:13][CH:14]=[C:5]2[NH:4]1)[N:11]=[C:10]([O:15][CH:16]([CH3:18])[CH3:17])[CH:9]=[C:8]3[C:19]([F:22])([F:21])[F:20])[CH3:2].C([O-])([O-])=O.[K+].[K+].[CH2:31](Br)[C:32](=[CH2:34])[CH3:33].O, predict the reaction product. The product is: [CH2:1]([C@@H:3]1[CH2:24][O:23][C:6]2=[C:7]3[C:12](=[CH:13][CH:14]=[C:5]2[N:4]1[CH2:33][C:32](=[CH2:31])[CH3:34])[N:11]=[C:10]([O:15][CH:16]([CH3:18])[CH3:17])[CH:9]=[C:8]3[C:19]([F:21])([F:22])[F:20])[CH3:2]. (4) Given the reactants C([Si](C)(C)OCC[C:9]1[CH:14]=[C:13]([C:15]([C:17]2[C:22]([N:23](COC)[S:24]([C:27]3[CH:32]=[CH:31][C:30]([Cl:33])=[C:29]([C:34]([F:37])([F:36])[F:35])[CH:28]=3)(=[O:26])=[O:25])=[CH:21][C:20]([Cl:41])=[CH:19][N:18]=2)=[O:16])[CH:12]=[CH:11][N:10]=1)(C)(C)C.O.[O:45]1CC[O:48][CH2:47][CH2:46]1, predict the reaction product. The product is: [Cl:33][C:30]1[CH:31]=[CH:32][C:27]([S:24]([NH:23][C:22]2[C:17]([C:15]([C:13]3[CH:12]=[CH:11][N:10]=[C:9]([O:45][CH2:46][CH2:47][OH:48])[CH:14]=3)=[O:16])=[N:18][CH:19]=[C:20]([Cl:41])[CH:21]=2)(=[O:25])=[O:26])=[CH:28][C:29]=1[C:34]([F:37])([F:36])[F:35]. (5) Given the reactants [CH:1]1[C:10]2[C:5](=[CH:6][CH:7]=[CH:8][CH:9]=2)[CH:4]=[CH:3][C:2]=1[C@@H:11]([NH2:13])[CH3:12].[C:14]([O:18][CH3:19])(=[O:17])[CH:15]=[CH2:16], predict the reaction product. The product is: [CH3:19][O:18][C:14](=[O:17])[CH2:15][CH2:16][N:13]([CH2:16][CH2:15][C:14]([O:18][CH3:19])=[O:17])[C@H:11]([C:2]1[CH:3]=[CH:4][C:5]2[C:10](=[CH:9][CH:8]=[CH:7][CH:6]=2)[CH:1]=1)[CH3:12]. (6) Given the reactants [CH3:1][O:2][C:3]1[CH:22]=[CH:21][C:6]([C:7]([CH:9]2[CH2:14][CH2:13][N:12]([C@H:15]3[CH2:19][CH2:18][NH:17][C:16]3=[O:20])[CH2:11][CH2:10]2)=[O:8])=[CH:5][C:4]=1[CH3:23].Br[CH2:25][C:26]#[N:27].[H-].[Na+].ClCC#N, predict the reaction product. The product is: [CH3:1][O:2][C:3]1[CH:22]=[CH:21][C:6]([C:7]([CH:9]2[CH2:14][CH2:13][N:12]([C@H:15]3[CH2:19][CH2:18][N:17]([CH2:25][C:26]#[N:27])[C:16]3=[O:20])[CH2:11][CH2:10]2)=[O:8])=[CH:5][C:4]=1[CH3:23]. (7) Given the reactants Cl[C:2]1[N:6]([CH3:7])[C:5]2[CH:8]=[CH:9][CH:10]=[CH:11][C:4]=2[N:3]=1.[Br:12][C:13]1[CH:19]=[CH:18][C:16]([NH2:17])=[CH:15][CH:14]=1, predict the reaction product. The product is: [Br:12][C:13]1[CH:19]=[CH:18][C:16]([NH:17][C:2]2[N:6]([CH3:7])[C:5]3[CH:8]=[CH:9][CH:10]=[CH:11][C:4]=3[N:3]=2)=[CH:15][CH:14]=1. (8) Given the reactants N1[CH:6]=[CH:5][C:4]([C:7]2[C:11]3([CH2:13][CH2:12]3)[O:10][C:9](=[O:14])[C:8]=2[C:15]2[CH:20]=[CH:19][C:18]([O:21][CH2:22][C:23]3[CH:32]=[CH:31][C:30]4[C:25](=[CH:26][CH:27]=[CH:28][CH:29]=4)[N:24]=3)=[CH:17][CH:16]=2)=[CH:3][CH:2]=1.[CH3:33][O:34][C:35]1C=CC(B(O)O)=CC=1, predict the reaction product. The product is: [CH3:33][O:34][C:35]1[CH:2]=[CH:3][C:4]([C:7]2[C:11]3([CH2:13][CH2:12]3)[O:10][C:9](=[O:14])[C:8]=2[C:15]2[CH:16]=[CH:17][C:18]([O:21][CH2:22][C:23]3[CH:32]=[CH:31][C:30]4[C:25](=[CH:26][CH:27]=[CH:28][CH:29]=4)[N:24]=3)=[CH:19][CH:20]=2)=[CH:5][CH:6]=1. (9) Given the reactants C([O:4][CH2:5][CH2:6][CH2:7][NH:8][C:9]([NH:11][C:12]1[S:16][N:15]=[C:14]([C:17]2[CH:22]=[CH:21][C:20]([NH2:23])=[CH:19][CH:18]=2)[C:13]=1[C:24]([NH2:26])=[O:25])=[O:10])(=O)C, predict the reaction product. The product is: [NH2:23][C:20]1[CH:21]=[CH:22][C:17]([C:14]2[C:13]([C:24]([NH2:26])=[O:25])=[C:12]([NH:11][C:9]([NH:8][CH2:7][CH2:6][CH2:5][OH:4])=[O:10])[S:16][N:15]=2)=[CH:18][CH:19]=1.